This data is from Reaction yield outcomes from USPTO patents with 853,638 reactions. The task is: Predict the reaction yield, written as a fraction of the theoretical maximum amount of product (1.0 means a 100% yield; for example, 0.34 means a 34% yield). (1) The reactants are [BH4-].[Na+].[F:3][C:4]1[CH:11]=[C:10]([O:12][CH3:13])[C:9]([N+:14]([O-:16])=[O:15])=[CH:8][C:5]=1[CH:6]=[O:7]. The catalyst is CO. The product is [F:3][C:4]1[CH:11]=[C:10]([O:12][CH3:13])[C:9]([N+:14]([O-:16])=[O:15])=[CH:8][C:5]=1[CH2:6][OH:7]. The yield is 0.660. (2) The reactants are [CH3:1][C:2]1([CH3:30])[CH2:11][C:10]2[C:5](=[CH:6][CH:7]=[C:8]([C:12]([O:14]C)=[O:13])[CH:9]=2)[NH:4][CH:3]1[C:16]1[CH:21]=[CH:20][CH:19]=[C:18]([S:22]([N:25]2[CH2:29][CH2:28][CH2:27][CH2:26]2)(=[O:24])=[O:23])[CH:17]=1. The catalyst is CO.O1CCCC1. The product is [CH3:1][C:2]1([CH3:30])[CH2:11][C:10]2[C:5](=[CH:6][CH:7]=[C:8]([C:12]([OH:14])=[O:13])[CH:9]=2)[NH:4][CH:3]1[C:16]1[CH:21]=[CH:20][CH:19]=[C:18]([S:22]([N:25]2[CH2:29][CH2:28][CH2:27][CH2:26]2)(=[O:23])=[O:24])[CH:17]=1. The yield is 0.644. (3) The reactants are [N:1]1([CH2:6][CH2:7][CH2:8][O:9][C:10]2[CH:15]=[CH:14][C:13]([C:16]3([C:22]#[N:23])[CH2:21][CH2:20][O:19][CH2:18][CH2:17]3)=[CH:12][CH:11]=2)[CH2:5][CH2:4][CH2:3][CH2:2]1.ClCCCN1CC[S:31]CC1.C([O-])([O-])=O.[K+].[K+]. The catalyst is CN(C=O)C. The product is [N:1]1([CH2:6][CH2:7][CH2:8][O:9][C:10]2[CH:15]=[CH:14][C:13]([C:16]3([C:22]#[N:23])[CH2:21][CH2:20][O:19][CH2:18][CH2:17]3)=[CH:12][CH:11]=2)[CH2:5][CH2:4][S:31][CH2:3][CH2:2]1. The yield is 0.290. (4) The reactants are Br[C:2]1[CH:3]=[C:4]2[C:8](=[C:9]([C:11]([NH2:13])=[O:12])[CH:10]=1)[NH:7][CH:6]=[C:5]2[CH:14]1[CH2:19][CH2:18][N:17]([S:20]([CH2:23][CH3:24])(=[O:22])=[O:21])[CH2:16][CH2:15]1.[F:25][C:26]1[N:31]=[CH:30][C:29](B(O)O)=[CH:28][CH:27]=1.C(=O)([O-])[O-].[K+].[K+].CCOC(C)=O. The catalyst is O1CCOCC1.O.[Cl-].[Na+].O.C1C=CC([P]([Pd]([P](C2C=CC=CC=2)(C2C=CC=CC=2)C2C=CC=CC=2)([P](C2C=CC=CC=2)(C2C=CC=CC=2)C2C=CC=CC=2)[P](C2C=CC=CC=2)(C2C=CC=CC=2)C2C=CC=CC=2)(C2C=CC=CC=2)C2C=CC=CC=2)=CC=1. The product is [CH2:23]([S:20]([N:17]1[CH2:18][CH2:19][CH:14]([C:5]2[C:4]3[C:8](=[C:9]([C:11]([NH2:13])=[O:12])[CH:10]=[C:2]([C:29]4[CH:30]=[N:31][C:26]([F:25])=[CH:27][CH:28]=4)[CH:3]=3)[NH:7][CH:6]=2)[CH2:15][CH2:16]1)(=[O:22])=[O:21])[CH3:24]. The yield is 0.430. (5) The reactants are [N:1]1[C:10]2[C:5](=[CH:6][CH:7]=[CH:8][CH:9]=2)[CH:4]=[CH:3][C:2]=1[SH:11].Cl[C:13]1[C:22]2[C:17](=[CH:18][C:19]([O:25][CH3:26])=[C:20]([O:23][CH3:24])[CH:21]=2)[N:16]=[CH:15][CH:14]=1. The catalyst is C(#N)C. The product is [CH3:24][O:23][C:20]1[CH:21]=[C:22]2[C:17](=[CH:18][C:19]=1[O:25][CH3:26])[N:16]=[CH:15][CH:14]=[C:13]2[S:11][C:2]1[CH:3]=[CH:4][C:5]2[C:10](=[CH:9][CH:8]=[CH:7][CH:6]=2)[N:1]=1. The yield is 0.100. (6) The reactants are F[C:2]1[CH:7]=[CH:6][C:5]([C:8]#[N:9])=[CH:4][C:3]=1[CH:10]=O.O.[NH2:13][NH2:14]. No catalyst specified. The product is [NH:13]1[C:2]2[C:3](=[CH:4][C:5]([C:8]#[N:9])=[CH:6][CH:7]=2)[CH:10]=[N:14]1. The yield is 0.810.